From a dataset of Full USPTO retrosynthesis dataset with 1.9M reactions from patents (1976-2016). Predict the reactants needed to synthesize the given product. (1) Given the product [F:23][C:2]([F:1])([F:22])[C:3]1[CH:17]=[C:16]([C:18]([F:20])([F:21])[F:19])[CH:15]=[CH:14][C:4]=1[CH2:5][N:6]1[CH2:11][CH2:10][CH:9](/[CH:12]=[C:29]2/[C:25]([NH:26][CH:32]3[CH2:34][CH2:39][CH2:38][CH2:37]3)=[N:24][C:48](=[O:50])[N:28]/2[CH3:30])[CH2:8][CH2:7]1, predict the reactants needed to synthesize it. The reactants are: [F:1][C:2]([F:23])([F:22])[C:3]1[CH:17]=[C:16]([C:18]([F:21])([F:20])[F:19])[CH:15]=[CH:14][C:4]=1[CH2:5][N:6]1[CH2:11][CH2:10][CH:9]([CH:12]=O)[CH2:8][CH2:7]1.[NH:24]=[C:25]1[CH2:29][N:28]([CH3:30])C(=O)[N:26]1[C:32]([C:34]1[CH:39]=[CH:38][CH:37]=CC=1)=O.CC(C)([O-])C.[K+].[Cl-].[NH4+].[CH2:48]([OH:50])C. (2) Given the product [CH3:1][O:2][C:3]1[CH:12]=[C:11]2[C:6]([C:7]([O:13][CH2:14][C:15]3[N:19]4[N:40]=[C:21]([C:24]5[CH2:29][CH2:28][N:27]([C:30]([O:32][C:33]([CH3:34])([CH3:36])[CH3:35])=[O:31])[CH2:26][CH:25]=5)[CH:22]=[CH:23][C:18]4=[N:17][N:16]=3)=[CH:8][CH:9]=[N:10]2)=[CH:5][CH:4]=1.[CH3:1][O:2][C:3]1[CH:12]=[C:11]2[C:6]([C:7]([O:13][CH2:14][C:15]3[N:19]4[CH:20]=[C:21]([C:24]5[CH2:29][CH2:28][NH:27][CH2:26][CH:25]=5)[CH:22]=[CH:23][C:18]4=[N:17][N:16]=3)=[CH:8][CH:9]=[N:10]2)=[CH:5][CH:4]=1, predict the reactants needed to synthesize it. The reactants are: [CH3:1][O:2][C:3]1[CH:12]=[C:11]2[C:6]([C:7]([O:13][CH2:14][C:15]3[N:19]4[CH:20]=[C:21]([C:24]5[CH2:29][CH2:28][N:27]([C:30]([O:32][C:33]([CH3:36])([CH3:35])[CH3:34])=[O:31])[CH2:26][CH:25]=5)[CH:22]=[CH:23][C:18]4=[N:17][N:16]=3)=[CH:8][CH:9]=[N:10]2)=[CH:5][CH:4]=1.Cl.C([N:40](CC)CC)C. (3) Given the product [Br:28][C:29]1[CH:42]=[CH:41][CH:40]=[CH:39][C:30]=1[CH2:31][C:32]1[O:33][C:34]([CH3:38])=[C:35]([CH3:37])[C:36]=1[C:9]([C:8]1[CH:12]=[CH:13][C:14]([O:15][CH3:16])=[C:6]([CH:1]2[CH2:2][CH2:3][CH2:4][CH2:5]2)[CH:7]=1)=[O:11], predict the reactants needed to synthesize it. The reactants are: [CH:1]1([C:6]2[CH:7]=[C:8]([CH:12]=[CH:13][C:14]=2[O:15][CH3:16])[C:9]([OH:11])=O)[CH2:5][CH2:4][CH2:3][CH2:2]1.C(Cl)(=O)C(Cl)=O.[Sn](Cl)(Cl)(Cl)Cl.[Br:28][C:29]1[CH:42]=[CH:41][CH:40]=[CH:39][C:30]=1[CH2:31][C:32]1[O:33][C:34]([CH3:38])=[C:35]([CH3:37])[CH:36]=1. (4) Given the product [CH3:23][O:24][CH:25]1[CH2:30][CH2:29][N:28]([C:15]([C:14]2[CH:13]=[C:12]([CH:20]=[CH:19][CH:18]=2)[CH2:11][C:9]2[C:10]3[C:5](=[C:4]([CH3:22])[NH:3][C:2]=3[CH3:1])[C:6](=[O:21])[NH:7][N:8]=2)=[O:16])[CH2:27][CH2:26]1, predict the reactants needed to synthesize it. The reactants are: [CH3:1][C:2]1[NH:3][C:4]([CH3:22])=[C:5]2[C:10]=1[C:9]([CH2:11][C:12]1[CH:13]=[C:14]([CH:18]=[CH:19][CH:20]=1)[C:15](O)=[O:16])=[N:8][NH:7][C:6]2=[O:21].[CH3:23][O:24][CH:25]1[CH2:30][CH2:29][NH:28][CH2:27][CH2:26]1.C(N(CC)CC)C.